Dataset: TCR-epitope binding with 47,182 pairs between 192 epitopes and 23,139 TCRs. Task: Binary Classification. Given a T-cell receptor sequence (or CDR3 region) and an epitope sequence, predict whether binding occurs between them. Result: 0 (the TCR does not bind to the epitope). The epitope is NEGVKAAW. The TCR CDR3 sequence is CSVDMGGGNNEQFF.